Task: Predict the reactants needed to synthesize the given product.. Dataset: Full USPTO retrosynthesis dataset with 1.9M reactions from patents (1976-2016) Given the product [Cl:39][C:22]1[CH:21]=[N:20][C:7]2[N:8]([CH2:12][O:13][CH2:14][CH2:15][Si:16]([CH3:18])([CH3:19])[CH3:17])[C:9]3[CH:10]=[N:11][C:3]([C:1]#[N:2])=[CH:4][C:5]=3[C:6]=2[C:23]=1[N:24]1[CH2:28][CH2:27][C@H:26]([N:29]([CH2:37][CH3:38])[C:30](=[O:36])[O:31][C:32]([CH3:33])([CH3:34])[CH3:35])[CH2:25]1, predict the reactants needed to synthesize it. The reactants are: [C:1]([C:3]1[N:11]=[CH:10][C:9]2[N:8]([CH2:12][O:13][CH2:14][CH2:15][Si:16]([CH3:19])([CH3:18])[CH3:17])[C:7]3[N:20]=[CH:21][CH:22]=[C:23]([N:24]4[CH2:28][CH2:27][C@H:26]([N:29]([CH2:37][CH3:38])[C:30](=[O:36])[O:31][C:32]([CH3:35])([CH3:34])[CH3:33])[CH2:25]4)[C:6]=3[C:5]=2[CH:4]=1)#[N:2].[Cl:39]N1C(=O)CCC1=O.